Dataset: Full USPTO retrosynthesis dataset with 1.9M reactions from patents (1976-2016). Task: Predict the reactants needed to synthesize the given product. (1) Given the product [C:1]([C:5]1[N:9]([CH2:10][CH:11]2[CH2:16][CH2:15][C:14]([F:18])([F:17])[CH2:13][CH2:12]2)[C:8]2[CH:19]=[CH:20][C:21]([S:23]([N:42]3[CH2:43][CH2:44][C@@H:40]([NH:39][C:36](=[O:38])[CH3:37])[CH2:41]3)(=[O:25])=[O:24])=[CH:22][C:7]=2[N:6]=1)([CH3:4])([CH3:3])[CH3:2], predict the reactants needed to synthesize it. The reactants are: [C:1]([C:5]1[N:9]([CH2:10][CH:11]2[CH2:16][CH2:15][C:14]([F:18])([F:17])[CH2:13][CH2:12]2)[C:8]2[CH:19]=[CH:20][C:21]([S:23](Cl)(=[O:25])=[O:24])=[CH:22][C:7]=2[N:6]=1)([CH3:4])([CH3:3])[CH3:2].C(N(CC)C(C)C)(C)C.[C:36]([NH:39][C@@H:40]1[CH2:44][CH2:43][NH:42][CH2:41]1)(=[O:38])[CH3:37]. (2) Given the product [ClH:32].[Cl:32][C:28]1[CH:27]=[C:26]([S:23]([N:18]2[C:19]3[C:15](=[C:14]([N:11]4[CH2:12][CH2:13][NH:8][CH2:9][CH2:10]4)[C:22]([F:34])=[CH:21][CH:20]=3)[CH:16]=[CH:17]2)(=[O:25])=[O:24])[CH:31]=[CH:30][CH:29]=1, predict the reactants needed to synthesize it. The reactants are: C(OC([N:8]1[CH2:13][CH2:12][N:11]([C:14]2[CH:22]=[CH:21][CH:20]=[C:19]3[C:15]=2[CH:16]=[CH:17][N:18]3[S:23]([C:26]2[CH:31]=[CH:30][CH:29]=[C:28]([Cl:32])[CH:27]=2)(=[O:25])=[O:24])[CH2:10][CH2:9]1)=O)(C)(C)C.[B-](F)(F)(F)[F:34].[B-](F)(F)(F)F.C1[N+]2(CCl)CC[N+](F)(CC2)C1.C(OCC)C. (3) Given the product [CH3:1][C:2]1[C:3]([CH2:9][O:10][CH3:11])=[C:4]([N:8]=[C:13]=[O:15])[CH:5]=[CH:6][CH:7]=1, predict the reactants needed to synthesize it. The reactants are: [CH3:1][C:2]1[C:3]([CH2:9][O:10][CH3:11])=[C:4]([NH2:8])[CH:5]=[CH:6][CH:7]=1.Cl[C:13](Cl)([O:15]C(=O)OC(Cl)(Cl)Cl)Cl.C(=O)(O)[O-].[Na+]. (4) Given the product [Br:22][C:16]1[CH:15]=[C:14]([C:12]([C:4]2[C:5]3[CH:6]=[CH:7][CH:8]=[CH:9][C:10]=3[O:11][C:3]=2[CH2:2][CH3:1])=[O:13])[CH:19]=[C:18]([Br:20])[C:17]=1[O:21][S:29]([C:32]1[CH:40]=[CH:39][C:35]([C:36]([OH:38])=[O:37])=[C:34]([OH:41])[CH:33]=1)(=[O:31])=[O:30], predict the reactants needed to synthesize it. The reactants are: [CH3:1][CH2:2][C:3]1[O:11][C:10]2[CH:9]=[CH:8][CH:7]=[CH:6][C:5]=2[C:4]=1[C:12]([C:14]1[CH:15]=[C:16]([Br:22])[C:17]([OH:21])=[C:18]([Br:20])[CH:19]=1)=[O:13].C1COCC1.Cl[S:29]([C:32]1[CH:40]=[CH:39][C:35]([C:36]([OH:38])=[O:37])=[C:34]([OH:41])[CH:33]=1)(=[O:31])=[O:30]. (5) Given the product [OH:3][C@H:4]([C:17]1[C:18]([CH3:27])=[C:19]2[C:23](=[CH:24][CH:25]=1)[C:22](=[O:26])[O:21][CH2:20]2)[CH2:5][N:6]1[CH2:11][CH2:10][C:9]2([CH2:12][CH2:13][N:14]([C:35]3[N:40]=[N:39][C:38]([C:41]#[N:42])=[CH:37][CH:36]=3)[CH2:15][CH2:16]2)[CH2:8][CH2:7]1, predict the reactants needed to synthesize it. The reactants are: Cl.Cl.[OH:3][C@H:4]([C:17]1[C:18]([CH3:27])=[C:19]2[C:23](=[CH:24][CH:25]=1)[C:22](=[O:26])[O:21][CH2:20]2)[CH2:5][N:6]1[CH2:11][CH2:10][C:9]2([CH2:16][CH2:15][NH:14][CH2:13][CH2:12]2)[CH2:8][CH2:7]1.C(=O)([O-])[O-].[Cs+].[Cs+].Cl[C:35]1[N:40]=[N:39][C:38]([C:41]#[N:42])=[CH:37][CH:36]=1.C1(P(C2C=CC=CC=2)C2C3OC4C(=CC=CC=4P(C4C=CC=CC=4)C4C=CC=CC=4)C(C)(C)C=3C=CC=2)C=CC=CC=1. (6) Given the product [Cl:1][CH2:2][CH:3]([C:5]1[N:10]=[CH:9][CH:8]=[CH:7][N:6]=1)[OH:4], predict the reactants needed to synthesize it. The reactants are: [Cl:1][CH2:2][C:3]([C:5]1[N:10]=[CH:9][CH:8]=[CH:7][N:6]=1)=[O:4].[BH4-].[Na+]. (7) Given the product [C:22]([O:21][C:19](=[O:20])[N:6]([CH:4]([CH3:5])[CH2:3][C:2]([F:17])([F:18])[F:1])[CH2:7][C:8]1[CH:13]=[CH:12][CH:11]=[C:10]([N+:14]([O-:16])=[O:15])[CH:9]=1)([CH3:25])([CH3:24])[CH3:23], predict the reactants needed to synthesize it. The reactants are: [F:1][C:2]([F:18])([F:17])[CH2:3][CH:4]([NH:6][CH2:7][C:8]1[CH:13]=[CH:12][CH:11]=[C:10]([N+:14]([O-:16])=[O:15])[CH:9]=1)[CH3:5].[C:19](O[C:19]([O:21][C:22]([CH3:25])([CH3:24])[CH3:23])=[O:20])([O:21][C:22]([CH3:25])([CH3:24])[CH3:23])=[O:20].C(N(CC)CC)C. (8) Given the product [CH3:37][C:7]1[CH:6]=[C:5]([C:3]([OH:4])=[O:2])[C:13]2[N:12]=[C:11]([C:14]3[C:15]([F:36])=[C:16]([F:35])[C:17]([C:22]4[CH:27]=[CH:26][C:25]([CH2:28][N:29]5[CH2:30][CH2:31][CH2:32][CH2:33][CH2:34]5)=[CH:24][CH:23]=4)=[C:18]([F:21])[C:19]=3[F:20])[NH:10][C:9]=2[CH:8]=1, predict the reactants needed to synthesize it. The reactants are: C[O:2][C:3]([C:5]1[C:13]2[N:12]=[C:11]([C:14]3[C:19]([F:20])=[C:18]([F:21])[C:17]([C:22]4[CH:27]=[CH:26][C:25]([CH2:28][N:29]5[CH2:34][CH2:33][CH2:32][CH2:31][CH2:30]5)=[CH:24][CH:23]=4)=[C:16]([F:35])[C:15]=3[F:36])[NH:10][C:9]=2[CH:8]=[C:7]([CH3:37])[CH:6]=1)=[O:4].[OH-].[Na+].